From a dataset of Reaction yield outcomes from USPTO patents with 853,638 reactions. Predict the reaction yield, written as a fraction of the theoretical maximum amount of product (1.0 means a 100% yield; for example, 0.34 means a 34% yield). (1) The reactants are C([N:4]1[C:12]2[C:7](=[CH:8][C:9]([C:21](=[O:24])[CH2:22]Br)=[C:10]([O:13][CH2:14][C:15]3[CH:20]=[CH:19][CH:18]=[CH:17][CH:16]=3)[CH:11]=2)[C:6]([CH3:25])=[CH:5]1)(=O)C.C([O-])([O-])=O.[K+].[K+].[C:32]([N:42]1[CH2:47][CH2:46]C[CH2:44][CH2:43]1)([O:34][CH2:35][C:36]1[CH:41]=[CH:40][CH:39]=[CH:38][CH:37]=1)=[O:33].C[N:49](C=O)C. No catalyst specified. The product is [CH2:35]([O:34][C:32]([N:42]1[CH2:43][CH2:44][N:49]([CH2:22][C:21]([C:9]2[CH:8]=[C:7]3[C:12](=[CH:11][C:10]=2[O:13][CH2:14][C:15]2[CH:20]=[CH:19][CH:18]=[CH:17][CH:16]=2)[NH:4][CH:5]=[C:6]3[CH3:25])=[O:24])[CH2:46][CH2:47]1)=[O:33])[C:36]1[CH:37]=[CH:38][CH:39]=[CH:40][CH:41]=1. The yield is 0.170. (2) The reactants are C(OC([N:8]1[CH2:12][CH2:11][CH2:10][CH:9]1[C:13]([O:15][CH2:16][CH2:17][CH2:18][C:19]1[CH:20]=[N:21][CH:22]=[CH:23][CH:24]=1)=[O:14])=O)(C)(C)C.C(=O)([O-])[O-].[K+].[K+]. The catalyst is C(Cl)Cl.FC(F)(F)C(O)=O. The product is [NH:8]1[CH2:12][CH2:11][CH2:10][CH:9]1[C:13]([O:15][CH2:16][CH2:17][CH2:18][C:19]1[CH:20]=[N:21][CH:22]=[CH:23][CH:24]=1)=[O:14]. The yield is 0.770. (3) The reactants are [CH3:1][C:2]1[CH:7]=[CH:6][C:5]([S:8]([O:11][CH2:12][CH:13]2[CH2:17][C:16]3[CH:18]=[CH:19][CH:20]=[C:21](Br)[C:15]=3[O:14]2)(=[O:10])=[O:9])=[CH:4][CH:3]=1.[CH3:23][C:24]1[CH:29]=[CH:28][CH:27]=[CH:26][C:25]=1B(O)O.C(=O)([O-])[O-].[K+].[K+]. The catalyst is CC1C=CC=CC=1[P](C1C=CC=CC=1C)([Pd](Cl)(Cl)[P](C1=C(C)C=CC=C1)(C1C=CC=CC=1C)C1C=CC=CC=1C)C1C=CC=CC=1C. The product is [CH3:1][C:2]1[CH:7]=[CH:6][C:5]([S:8]([O:11][CH2:12][CH:13]2[CH2:17][C:16]3[CH:18]=[CH:19][CH:20]=[C:21]([C:25]4[CH:26]=[CH:27][CH:28]=[CH:29][C:24]=4[CH3:23])[C:15]=3[O:14]2)(=[O:10])=[O:9])=[CH:4][CH:3]=1. The yield is 0.700. (4) The reactants are Br[C:2]1[C:3]([F:21])=[C:4]([F:20])[C:5]([NH:12][C:13]2[CH:18]=[CH:17][CH:16]=[CH:15][C:14]=2[Cl:19])=[C:6]([CH:11]=1)[C:7]([O:9][CH3:10])=[O:8].C(N(CC)C(C)C)(C)C.CC1(C)C2C(=C(P(C3C=CC=CC=3)C3C=CC=CC=3)C=CC=2)OC2C(P(C3C=CC=CC=3)C3C=CC=CC=3)=CC=CC1=2.[CH3:73][O:74][C:75]1[CH:80]=[CH:79][C:78]([CH2:81][SH:82])=[CH:77][CH:76]=1. The catalyst is O1CCOCC1.C1C=CC(/C=C/C(/C=C/C2C=CC=CC=2)=O)=CC=1.C1C=CC(/C=C/C(/C=C/C2C=CC=CC=2)=O)=CC=1.C1C=CC(/C=C/C(/C=C/C2C=CC=CC=2)=O)=CC=1.[Pd].[Pd]. The product is [F:20][C:4]1[C:5]([NH:12][C:13]2[CH:18]=[CH:17][CH:16]=[CH:15][C:14]=2[Cl:19])=[C:6]([CH:11]=[C:2]([S:82][CH2:81][C:78]2[CH:79]=[CH:80][C:75]([O:74][CH3:73])=[CH:76][CH:77]=2)[C:3]=1[F:21])[C:7]([O:9][CH3:10])=[O:8]. The yield is 0.886.